Dataset: Reaction yield outcomes from USPTO patents with 853,638 reactions. Task: Predict the reaction yield, written as a fraction of the theoretical maximum amount of product (1.0 means a 100% yield; for example, 0.34 means a 34% yield). The reactants are [NH2:1][C:2]1[CH:10]=[CH:9][C:5]([C:6](O)=[O:7])=[CH:4][C:3]=1[F:11].[CH3:12][NH:13][CH3:14].CCCP1(OP(CCC)(=O)OP(CCC)(=O)O1)=O. The catalyst is ClCCl. The product is [NH2:1][C:2]1[CH:10]=[CH:9][C:5]([C:6]([N:13]([CH3:14])[CH3:12])=[O:7])=[CH:4][C:3]=1[F:11]. The yield is 0.679.